The task is: Predict the reactants needed to synthesize the given product.. This data is from Full USPTO retrosynthesis dataset with 1.9M reactions from patents (1976-2016). Given the product [Cl:19][C:9]1[C:10]2[CH2:15][CH2:14][CH2:13][C:11]=2[N:12]=[C:7]([C:5]2[S:6][C:2]([Cl:1])=[CH:3][CH:4]=2)[N:8]=1, predict the reactants needed to synthesize it. The reactants are: [Cl:1][C:2]1[S:6][C:5]([C:7]2[NH:8][C:9](=O)[C:10]3[CH2:15][CH2:14][CH2:13][C:11]=3[N:12]=2)=[CH:4][CH:3]=1.O=P(Cl)(Cl)[Cl:19].C([O-])(O)=O.[Na+].